Dataset: NCI-60 drug combinations with 297,098 pairs across 59 cell lines. Task: Regression. Given two drug SMILES strings and cell line genomic features, predict the synergy score measuring deviation from expected non-interaction effect. (1) Drug 1: C1=NC2=C(N1)C(=S)N=C(N2)N. Drug 2: C1CN(CCN1C(=O)CCBr)C(=O)CCBr. Cell line: A498. Synergy scores: CSS=11.2, Synergy_ZIP=-3.32, Synergy_Bliss=1.06, Synergy_Loewe=-2.13, Synergy_HSA=-0.187. (2) Drug 1: CC12CCC(CC1=CCC3C2CCC4(C3CC=C4C5=CN=CC=C5)C)O. Drug 2: CN(CC1=CN=C2C(=N1)C(=NC(=N2)N)N)C3=CC=C(C=C3)C(=O)NC(CCC(=O)O)C(=O)O. Cell line: T-47D. Synergy scores: CSS=5.91, Synergy_ZIP=-0.601, Synergy_Bliss=3.18, Synergy_Loewe=-1.47, Synergy_HSA=-0.312. (3) Drug 1: CC1=C(C(CCC1)(C)C)C=CC(=CC=CC(=CC(=O)O)C)C. Drug 2: CCCCC(=O)OCC(=O)C1(CC(C2=C(C1)C(=C3C(=C2O)C(=O)C4=C(C3=O)C=CC=C4OC)O)OC5CC(C(C(O5)C)O)NC(=O)C(F)(F)F)O. Cell line: M14. Synergy scores: CSS=35.1, Synergy_ZIP=-7.25, Synergy_Bliss=-5.80, Synergy_Loewe=-5.84, Synergy_HSA=-5.80. (4) Drug 1: CCCS(=O)(=O)NC1=C(C(=C(C=C1)F)C(=O)C2=CNC3=C2C=C(C=N3)C4=CC=C(C=C4)Cl)F. Drug 2: CC1C(C(CC(O1)OC2CC(OC(C2O)C)OC3=CC4=CC5=C(C(=O)C(C(C5)C(C(=O)C(C(C)O)O)OC)OC6CC(C(C(O6)C)O)OC7CC(C(C(O7)C)O)OC8CC(C(C(O8)C)O)(C)O)C(=C4C(=C3C)O)O)O)O. Cell line: A549. Synergy scores: CSS=11.1, Synergy_ZIP=15.8, Synergy_Bliss=13.4, Synergy_Loewe=12.6, Synergy_HSA=11.4.